This data is from NCI-60 drug combinations with 297,098 pairs across 59 cell lines. The task is: Regression. Given two drug SMILES strings and cell line genomic features, predict the synergy score measuring deviation from expected non-interaction effect. (1) Drug 1: CCCS(=O)(=O)NC1=C(C(=C(C=C1)F)C(=O)C2=CNC3=C2C=C(C=N3)C4=CC=C(C=C4)Cl)F. Drug 2: CS(=O)(=O)C1=CC(=C(C=C1)C(=O)NC2=CC(=C(C=C2)Cl)C3=CC=CC=N3)Cl. Cell line: NCI-H460. Synergy scores: CSS=5.77, Synergy_ZIP=2.46, Synergy_Bliss=5.70, Synergy_Loewe=2.39, Synergy_HSA=3.94. (2) Drug 1: CCC1(CC2CC(C3=C(CCN(C2)C1)C4=CC=CC=C4N3)(C5=C(C=C6C(=C5)C78CCN9C7C(C=CC9)(C(C(C8N6C=O)(C(=O)OC)O)OC(=O)C)CC)OC)C(=O)OC)O.OS(=O)(=O)O. Drug 2: C(CCl)NC(=O)N(CCCl)N=O. Cell line: SR. Synergy scores: CSS=63.6, Synergy_ZIP=-1.40, Synergy_Bliss=-4.96, Synergy_Loewe=-27.4, Synergy_HSA=-4.04. (3) Drug 2: C(CN)CNCCSP(=O)(O)O. Synergy scores: CSS=-2.52, Synergy_ZIP=1.04, Synergy_Bliss=-1.05, Synergy_Loewe=-5.17, Synergy_HSA=-3.84. Cell line: SN12C. Drug 1: CN(C)C1=NC(=NC(=N1)N(C)C)N(C)C. (4) Drug 1: C1=C(C(=O)NC(=O)N1)F. Drug 2: C1=NC2=C(N=C(N=C2N1C3C(C(C(O3)CO)O)F)Cl)N. Cell line: DU-145. Synergy scores: CSS=39.3, Synergy_ZIP=-5.04, Synergy_Bliss=-6.32, Synergy_Loewe=-4.33, Synergy_HSA=-1.67.